Dataset: Peptide-MHC class I binding affinity with 185,985 pairs from IEDB/IMGT. Task: Regression. Given a peptide amino acid sequence and an MHC pseudo amino acid sequence, predict their binding affinity value. This is MHC class I binding data. (1) The peptide sequence is WMYRQQNPIPV. The MHC is Mamu-A11 with pseudo-sequence Mamu-A11. The binding affinity (normalized) is 0. (2) The peptide sequence is AVMRMGDLH. The MHC is HLA-A68:01 with pseudo-sequence HLA-A68:01. The binding affinity (normalized) is 0.0789. (3) The peptide sequence is YMWECPDFF. The MHC is HLA-B15:17 with pseudo-sequence HLA-B15:17. The binding affinity (normalized) is 0.533.